Predict the reaction yield, written as a fraction of the theoretical maximum amount of product (1.0 means a 100% yield; for example, 0.34 means a 34% yield). From a dataset of Reaction yield outcomes from USPTO patents with 853,638 reactions. The reactants are [CH2:1]1[C:5]2([CH2:10][CH2:9][O:8][CH2:7][CH2:6]2)[CH2:4][C@@H:3]([C:11]([O:13]CC)=[O:12])[N:2]1[C:16]([O:18][CH2:19][C:20]1[CH:25]=[CH:24][CH:23]=[CH:22][CH:21]=1)=[O:17].O.[OH-].[Li+].Cl. The catalyst is C1COCC1.O.CO. The product is [C:20]1([CH2:19][O:18][C:16]([N:2]2[C@H:3]([C:11]([OH:13])=[O:12])[CH2:4][C:5]3([CH2:10][CH2:9][O:8][CH2:7][CH2:6]3)[CH2:1]2)=[O:17])[CH:25]=[CH:24][CH:23]=[CH:22][CH:21]=1. The yield is 1.00.